Dataset: Full USPTO retrosynthesis dataset with 1.9M reactions from patents (1976-2016). Task: Predict the reactants needed to synthesize the given product. (1) Given the product [OH:21][CH2:20][N:9]1[C:8](=[O:13])[C:7]([C:1]2[CH:6]=[CH:5][CH:4]=[CH:3][CH:2]=2)([C:14]2[CH:15]=[CH:16][CH:17]=[CH:18][CH:19]=2)[NH:11][C:10]1=[O:12], predict the reactants needed to synthesize it. The reactants are: [C:1]1([C:7]2([C:14]3[CH:19]=[CH:18][CH:17]=[CH:16][CH:15]=3)[NH:11][C:10](=[O:12])[NH:9][C:8]2=[O:13])[CH:6]=[CH:5][CH:4]=[CH:3][CH:2]=1.[CH2:20]=[O:21]. (2) Given the product [ClH:14].[F:1][C:2]([F:12])([F:13])[CH2:3][CH2:4][C:5]1[CH:11]=[CH:10][C:8]([NH2:9])=[CH:7][CH:6]=1, predict the reactants needed to synthesize it. The reactants are: [F:1][C:2]([F:13])([F:12])[CH2:3][CH2:4][C:5]1[CH:11]=[CH:10][C:8]([NH2:9])=[CH:7][CH:6]=1.[ClH:14].O1CCOCC1. (3) Given the product [OH:1][C:2]([CH3:49])([CH3:48])[CH2:3][O:4][N:5]1[C:10]([CH3:12])([CH3:11])[CH2:9][CH:8]([CH2:13][CH2:14][CH2:15][CH2:16][NH:17][C:18]2[N:23]=[C:22]([NH:24][CH2:25][CH2:26][CH2:27][CH2:28][CH:29]3[CH2:34][C:33]([CH3:36])([CH3:35])[N:32]([O:37][CH2:38][C:39]([CH3:42])([OH:41])[CH3:40])[C:31]([CH3:44])([CH3:43])[CH2:30]3)[N:21]=[C:20]([NH:58][CH2:50][CH2:51][CH2:52][CH2:53][CH2:54][CH2:55][CH2:56][CH3:57])[N:19]=2)[CH2:7][C:6]1([CH3:47])[CH3:46], predict the reactants needed to synthesize it. The reactants are: [OH:1][C:2]([CH3:49])([CH3:48])[CH2:3][O:4][N:5]1[C:10]([CH3:12])([CH3:11])[CH2:9][CH:8]([CH2:13][CH2:14][CH2:15][CH2:16][NH:17][C:18]2[N:23]=[C:22]([NH:24][CH2:25][CH2:26][CH2:27][CH2:28][CH:29]3[CH2:34][C:33]([CH3:36])([CH3:35])[N:32]([O:37][CH2:38][C:39]([CH3:42])([OH:41])[CH3:40])[C:31]([CH3:44])([CH3:43])[CH2:30]3)[N:21]=[C:20](Cl)[N:19]=2)[CH2:7][C:6]1([CH3:47])[CH3:46].[CH2:50]([NH2:58])[CH2:51][CH2:52][CH2:53][CH2:54][CH2:55][CH2:56][CH3:57]. (4) Given the product [Cl:9][C:10]1[CH:15]=[C:14]([Cl:16])[N:13]=[C:12]([NH:17][C:7]([NH:6][C:4](=[O:5])[O:3][CH2:1][CH3:2])=[S:8])[CH:11]=1, predict the reactants needed to synthesize it. The reactants are: [CH2:1]([O:3][C:4]([N:6]=[C:7]=[S:8])=[O:5])[CH3:2].[Cl:9][C:10]1[CH:15]=[C:14]([Cl:16])[N:13]=[C:12]([NH2:17])[CH:11]=1. (5) Given the product [ClH:17].[CH3:1][CH:2]1[CH2:7][CH2:6][CH2:5][N:4]([C:22](=[NH:18])[NH2:21])[CH2:3]1, predict the reactants needed to synthesize it. The reactants are: [CH3:1][CH:2]1[CH2:7][CH2:6][CH2:5][NH:4][CH2:3]1.C(N(C(C)C)CC)(C)C.[ClH:17].[N:18]1(C(=N)N)[CH:22]=[N:21]C=N1.CCOCC. (6) Given the product [C:2]1([CH:1]([OH:8])[CH2:11][Si:12]([CH3:15])([CH3:14])[CH3:13])[CH:7]=[CH:6][CH:5]=[CH:4][CH:3]=1, predict the reactants needed to synthesize it. The reactants are: [CH:1](=[O:8])[C:2]1[CH:7]=[CH:6][CH:5]=[CH:4][CH:3]=1.[NH4+].[Cl-].[CH3:11][Si:12]([CH2:15][Mg]Cl)([CH3:14])[CH3:13]. (7) The reactants are: [OH:1][C:2]1[C:11]2[C:6](=[CH:7][CH:8]=[CH:9][CH:10]=2)[C:5]([CH2:15][CH2:16][CH3:17])([CH2:12][CH2:13][CH3:14])[C:4](=[O:18])[C:3]=1[C:19](OCC)=[O:20].[NH2:24][C:25]1[CH:30]=[CH:29][CH:28]=[CH:27][C:26]=1[S:31]([NH2:34])(=[O:33])=[O:32]. Given the product [NH2:34][S:31]([C:26]1[CH:27]=[CH:28][CH:29]=[CH:30][C:25]=1[NH:24][C:19]([C:3]1[C:4](=[O:18])[C:5]([CH2:15][CH2:16][CH3:17])([CH2:12][CH2:13][CH3:14])[C:6]2[C:11](=[CH:10][CH:9]=[CH:8][CH:7]=2)[C:2]=1[OH:1])=[O:20])(=[O:32])=[O:33], predict the reactants needed to synthesize it. (8) Given the product [CH3:1][C:2]1[N:3]=[C:4]([C:9]2[CH:10]=[CH:11][C:12]([C:15]([F:18])([F:16])[F:17])=[CH:13][CH:14]=2)[S:5][C:6]=1[CH:7]([OH:8])[CH3:19], predict the reactants needed to synthesize it. The reactants are: [CH3:1][C:2]1[N:3]=[C:4]([C:9]2[CH:14]=[CH:13][C:12]([C:15]([F:18])([F:17])[F:16])=[CH:11][CH:10]=2)[S:5][C:6]=1[CH:7]=[O:8].[CH3:19][Mg]Br.